Dataset: Peptide-MHC class II binding affinity with 134,281 pairs from IEDB. Task: Regression. Given a peptide amino acid sequence and an MHC pseudo amino acid sequence, predict their binding affinity value. This is MHC class II binding data. (1) The peptide sequence is TTFQQKISKYFNS. The MHC is HLA-DPA10201-DPB10101 with pseudo-sequence HLA-DPA10201-DPB10101. The binding affinity (normalized) is 0.346. (2) The peptide sequence is KASNPNYLAILVKYV. The MHC is HLA-DPA10103-DPB10401 with pseudo-sequence HLA-DPA10103-DPB10401. The binding affinity (normalized) is 0.450. (3) The peptide sequence is GGVVQPGRSLRLSCA. The MHC is DRB1_1302 with pseudo-sequence DRB1_1302. The binding affinity (normalized) is 0.902. (4) The peptide sequence is WTGGGSDKALAAATP. The MHC is DRB1_1201 with pseudo-sequence DRB1_1201. The binding affinity (normalized) is 0.0888. (5) The peptide sequence is IFKVAATAANAAPAN. The MHC is DRB1_1001 with pseudo-sequence DRB1_1001. The binding affinity (normalized) is 0.634. (6) The peptide sequence is LKKYFAATQFEPLAA. The MHC is DRB1_1602 with pseudo-sequence DRB1_1602. The binding affinity (normalized) is 0.561. (7) The peptide sequence is FRNVLSIAPIMFSNKM. The MHC is DRB1_1501 with pseudo-sequence DRB1_1501. The binding affinity (normalized) is 0.619.